Predict which catalyst facilitates the given reaction. From a dataset of Catalyst prediction with 721,799 reactions and 888 catalyst types from USPTO. (1) Reactant: [CH3:1][N:2]([CH3:14])[C:3]1[CH:4]=[C:5](Br)[CH:6]=[C:7]([C:9]([F:12])([F:11])[F:10])[CH:8]=1.[CH3:15][N:16](C)C=O. Product: [CH3:1][N:2]([CH3:14])[C:3]1[CH:4]=[C:5]([CH:6]=[C:7]([C:9]([F:12])([F:11])[F:10])[CH:8]=1)[C:15]#[N:16]. The catalyst class is: 229. (2) Reactant: [Cl:1][C:2]1[CH:28]=[CH:27][C:5]([O:6][C@@H:7]([C:21]2[CH:26]=[CH:25][CH:24]=[CH:23][N:22]=2)[C@H:8]2[O:13][CH2:12][CH2:11][N:10](C(OC(C)(C)C)=O)[CH2:9]2)=[C:4]([O:29][CH3:30])[CH:3]=1.Cl.C(OCC)C.[C:37]([OH:44])(=[O:43])/[CH:38]=[CH:39]/[C:40]([OH:42])=[O:41].CC(O)C. Product: [Cl:1][C:2]1[CH:28]=[CH:27][C:5]([O:6][C@@H:7]([C:21]2[CH:26]=[CH:25][CH:24]=[CH:23][N:22]=2)[C@H:8]2[O:13][CH2:12][CH2:11][NH:10][CH2:9]2)=[C:4]([O:29][CH3:30])[CH:3]=1.[C:37]([OH:44])(=[O:43])/[CH:38]=[CH:39]/[C:40]([OH:42])=[O:41].[Cl:1][C:2]1[CH:28]=[CH:27][C:5]([O:6][C@@H:7]([C:21]2[CH:26]=[CH:25][CH:24]=[CH:23][N:22]=2)[C@H:8]2[O:13][CH2:12][CH2:11][NH:10][CH2:9]2)=[C:4]([O:29][CH3:30])[CH:3]=1. The catalyst class is: 2. (3) Reactant: Cl.[CH3:2][O:3][C:4](=[O:9])[C@@H:5]([CH2:7][OH:8])[NH2:6].O=[CH:11][CH2:12][CH2:13][CH2:14][CH2:15][CH2:16][C:17]#[N:18].C(N(CC)CC)C. Product: [C:17]([CH2:16][CH2:15][CH2:14][CH2:13][CH2:12][CH2:11][NH:6][C@@H:5]([C:4]([O:3][CH3:2])=[O:9])[CH2:7][OH:8])#[N:18]. The catalyst class is: 8.